This data is from Forward reaction prediction with 1.9M reactions from USPTO patents (1976-2016). The task is: Predict the product of the given reaction. (1) Given the reactants [C:9](O[C:9]([O:11][C:12]([CH3:15])([CH3:14])[CH3:13])=[O:10])([O:11][C:12]([CH3:15])([CH3:14])[CH3:13])=[O:10].[Cl:16][C:17]1[C:22]([NH2:23])=[CH:21][C:20]([Cl:24])=[CH:19][N:18]=1.C[Si]([N-][Si](C)(C)C)(C)C.[Na+].Cl, predict the reaction product. The product is: [Cl:16][C:17]1[C:22]([NH:23][C:9](=[O:10])[O:11][C:12]([CH3:13])([CH3:14])[CH3:15])=[CH:21][C:20]([Cl:24])=[CH:19][N:18]=1. (2) Given the reactants [C:1]1([CH:7]([C:13]2[CH:18]=[CH:17][CH:16]=[CH:15][CH:14]=2)[N:8]2[CH2:11][C:10](=O)[CH2:9]2)[CH:6]=[CH:5][CH:4]=[CH:3][CH:2]=1.[NH:19]([C:21]([O:23][C:24]([CH3:27])([CH3:26])[CH3:25])=[O:22])[NH2:20].C(O)(=O)C, predict the reaction product. The product is: [C:1]1([CH:7]([C:13]2[CH:18]=[CH:17][CH:16]=[CH:15][CH:14]=2)[N:8]2[CH2:11][C:10](=[N:20][NH:19][C:21]([O:23][C:24]([CH3:27])([CH3:26])[CH3:25])=[O:22])[CH2:9]2)[CH:6]=[CH:5][CH:4]=[CH:3][CH:2]=1. (3) Given the reactants [O:1]1[CH2:6][CH2:5][CH:4]([C:7]([OH:9])=[O:8])[CH2:3][CH2:2]1.C(=O)([O-])[O-].[K+].[K+].[CH2:16](Br)[C:17]1[CH:22]=[CH:21][CH:20]=[CH:19][CH:18]=1, predict the reaction product. The product is: [O:1]1[CH2:6][CH2:5][CH:4]([C:7]([O:9][CH2:16][C:17]2[CH:22]=[CH:21][CH:20]=[CH:19][CH:18]=2)=[O:8])[CH2:3][CH2:2]1. (4) Given the reactants [OH-].[Na+].C([O:5][C:6](=[O:35])[CH2:7][N:8]1[C:21]2[C:12](=[C:13]3[C:18](=[CH:19][C:20]=2[O:22][CH2:23][CH2:24][CH3:25])[CH2:17][CH2:16][CH2:15][O:14]3)[C:11](=[O:26])[C:10]([C:27]2[CH:32]=[CH:31][C:30]([O:33][CH3:34])=[CH:29][CH:28]=2)=[CH:9]1)C, predict the reaction product. The product is: [CH3:34][O:33][C:30]1[CH:31]=[CH:32][C:27]([C:10]2[C:11](=[O:26])[C:12]3[C:21](=[C:20]([O:22][CH2:23][CH2:24][CH3:25])[CH:19]=[C:18]4[C:13]=3[O:14][CH2:15][CH2:16][CH2:17]4)[N:8]([CH2:7][C:6]([OH:35])=[O:5])[CH:9]=2)=[CH:28][CH:29]=1.